This data is from Full USPTO retrosynthesis dataset with 1.9M reactions from patents (1976-2016). The task is: Predict the reactants needed to synthesize the given product. (1) The reactants are: [OH:1][C:2]1[CH:19]=[CH:18][C:5]2[CH2:6][CH2:7][N:8]([C:11]([O:13][C:14]([CH3:17])([CH3:16])[CH3:15])=[O:12])[CH2:9][CH2:10][C:4]=2[CH:3]=1.C(=O)([O-])[O-].[K+].[K+].[I-].[K+].[CH2:28](Br)[C:29]1[CH:34]=[CH:33][CH:32]=[CH:31][CH:30]=1. Given the product [C:29]1([CH2:28][O:1][C:2]2[CH:19]=[CH:18][C:5]3[CH2:6][CH2:7][N:8]([C:11]([O:13][C:14]([CH3:16])([CH3:15])[CH3:17])=[O:12])[CH2:9][CH2:10][C:4]=3[CH:3]=2)[CH:34]=[CH:33][CH:32]=[CH:31][CH:30]=1, predict the reactants needed to synthesize it. (2) Given the product [Cl:3][C:4]1[CH:5]=[C:6]2[C:10](=[CH:11][CH:12]=1)[NH:9][C:8]([C:13]([O:15][CH2:16][CH3:17])=[O:14])=[C:7]2[SH:18], predict the reactants needed to synthesize it. The reactants are: [BH4-].[Na+].[Cl:3][C:4]1[CH:5]=[C:6]2[C:10](=[CH:11][CH:12]=1)[NH:9][C:8]([C:13]([O:15][CH2:16][CH3:17])=[O:14])=[C:7]2[S:18]C#N. (3) Given the product [Cl:1][C:2]1[CH:7]=[CH:6][C:5]([S:8]([N:11]([CH2:12][C:13]2[CH:14]=[CH:15][C:16]([C:17]([O:19][CH3:20])=[O:18])=[CH:21][CH:22]=2)[CH:29]([C:26]2[CH:27]=[CH:28][C:23]([CH3:33])=[CH:24][CH:25]=2)[CH2:30][CH3:31])(=[O:10])=[O:9])=[CH:4][CH:3]=1, predict the reactants needed to synthesize it. The reactants are: [Cl:1][C:2]1[CH:7]=[CH:6][C:5]([S:8]([NH:11][CH2:12][C:13]2[CH:22]=[CH:21][C:16]([C:17]([O:19][CH3:20])=[O:18])=[CH:15][CH:14]=2)(=[O:10])=[O:9])=[CH:4][CH:3]=1.[C:23]1([CH3:33])[CH:28]=[CH:27][C:26]([CH:29](O)[CH2:30][CH3:31])=[CH:25][CH:24]=1. (4) Given the product [CH2:1]([CH:3]1[C:8]([C:9]2[CH:24]=[CH:23][C:12]3[N:13]=[C:14]([C:16]4[CH:21]=[CH:20][C:19]([O:22][CH2:29][CH2:28][O:27][CH3:26])=[CH:18][CH:17]=4)[O:15][C:11]=3[CH:10]=2)=[N:7][NH:6][C:5](=[O:25])[CH2:4]1)[CH3:2], predict the reactants needed to synthesize it. The reactants are: [CH2:1]([CH:3]1[C:8]([C:9]2[CH:24]=[CH:23][C:12]3[N:13]=[C:14]([C:16]4[CH:21]=[CH:20][C:19]([OH:22])=[CH:18][CH:17]=4)[O:15][C:11]=3[CH:10]=2)=[N:7][NH:6][C:5](=[O:25])[CH2:4]1)[CH3:2].[CH3:26][O:27][CH2:28][CH2:29]O.C1(P(C2C=CC=CC=2)C2C=CC=CN=2)C=CC=CC=1.C1C=CC(COC(/N=N/C(OCC2C=CC=CC=2)=O)=O)=CC=1.